Dataset: Catalyst prediction with 721,799 reactions and 888 catalyst types from USPTO. Task: Predict which catalyst facilitates the given reaction. (1) Reactant: [N:1]1([C:7]#N)[CH2:6][CH2:5][O:4][CH2:3][CH2:2]1.C(O)(=O)C.C=O.[BH3-][C:16]#[N:17].[Na+].[OH-].[Na+]. Product: [C:16]([CH:6]1[CH2:5][O:4][CH2:3][CH2:2][N:1]1[CH3:7])#[N:17]. The catalyst class is: 4. (2) Reactant: [CH:1]1([C:4]([N:6]2[CH2:11][CH2:10][N:9](C(OC(C)(C)C)=O)[CH2:8][CH2:7]2)=[O:5])[CH2:3][CH2:2]1.[ClH:19].CO. Product: [ClH:19].[CH:1]1([C:4]([N:6]2[CH2:11][CH2:10][NH:9][CH2:8][CH2:7]2)=[O:5])[CH2:2][CH2:3]1. The catalyst class is: 5.